Dataset: Catalyst prediction with 721,799 reactions and 888 catalyst types from USPTO. Task: Predict which catalyst facilitates the given reaction. Reactant: [C:1]([CH2:3][C:4]([N:6]([CH2:18][CH2:19][C:20]([O:22]CC)=O)[C:7]1[CH:12]=[CH:11][C:10]([O:13][C:14]([F:17])([F:16])[F:15])=[CH:9][CH:8]=1)=[O:5])#[N:2].N1(C2CCCCCCCCCC2)CCCN=CCCCCC1. Product: [OH:22][C:20]1[CH2:19][CH2:18][N:6]([C:7]2[CH:8]=[CH:9][C:10]([O:13][C:14]([F:17])([F:16])[F:15])=[CH:11][CH:12]=2)[C:4](=[O:5])[C:3]=1[C:1]#[N:2]. The catalyst class is: 5.